Predict the reaction yield, written as a fraction of the theoretical maximum amount of product (1.0 means a 100% yield; for example, 0.34 means a 34% yield). From a dataset of Reaction yield outcomes from USPTO patents with 853,638 reactions. (1) The yield is 0.900. The reactants are [C:1]([NH:4][C:5]1[C:13]2[C:8](=[N:9][CH:10]=[CH:11][C:12]=2[N:14]2[CH2:19][CH2:18][N:17]([C:20](=[O:38])[C@H:21]([NH:30]C(=O)OC(C)(C)C)[CH2:22][C:23]3[CH:28]=[CH:27][C:26]([Cl:29])=[CH:25][CH:24]=3)[CH2:16][CH2:15]2)[NH:7][CH:6]=1)(=[O:3])[CH3:2].C(O)(C(F)(F)F)=O.C1(N)C(F)=C(F)C(F)=C(N)C=1F.Cl.Cl. The catalyst is C(Cl)Cl. The product is [NH2:30][C@H:21]([CH2:22][C:23]1[CH:24]=[CH:25][C:26]([Cl:29])=[CH:27][CH:28]=1)[C:20]([N:17]1[CH2:16][CH2:15][N:14]([C:12]2[CH:11]=[CH:10][N:9]=[C:8]3[NH:7][CH:6]=[C:5]([NH:4][C:1](=[O:3])[CH3:2])[C:13]=23)[CH2:19][CH2:18]1)=[O:38]. (2) The reactants are [F:1][C:2]([F:17])([F:16])[C:3]([NH:5][C:6]1[C:15]2[C:10](=[CH:11][CH:12]=[CH:13][CH:14]=2)[CH:9]=[CH:8][CH:7]=1)=O.P([Cl:34])(OC1C=CC=CC=1)(OC1C=CC=CC=1)=O.C(N(CC)CC)C.C(#N)C. The catalyst is C(OCC)(=O)C. The yield is 0.862. The product is [C:6]1([N:5]=[C:3]([Cl:34])[C:2]([F:17])([F:16])[F:1])[C:15]2[C:10](=[CH:11][CH:12]=[CH:13][CH:14]=2)[CH:9]=[CH:8][CH:7]=1. (3) The reactants are [C:1]([O:5][C:6]([N:8]1[CH2:13][CH2:12][NH:11][CH2:10][CH2:9]1)=[O:7])([CH3:4])([CH3:3])[CH3:2].[N+:14]([C:17]1[CH:25]=[CH:24][CH:23]=[CH:22][C:18]=1[C:19](Cl)=[O:20])([O-:16])=[O:15]. The catalyst is C(Cl)Cl. The product is [C:1]([O:5][C:6]([N:8]1[CH2:13][CH2:12][N:11]([C:19](=[O:20])[C:18]2[CH:22]=[CH:23][CH:24]=[CH:25][C:17]=2[N+:14]([O-:16])=[O:15])[CH2:10][CH2:9]1)=[O:7])([CH3:4])([CH3:2])[CH3:3]. The yield is 0.790. (4) The reactants are [Cl:1][C:2]1[CH:7]=[C:6]([F:8])[C:5]([N+:9]([O-])=O)=[CH:4][C:3]=1[CH3:12].Cl. The catalyst is CCO.[Fe]. The product is [Cl:1][C:2]1[C:3]([CH3:12])=[CH:4][C:5]([NH2:9])=[C:6]([F:8])[CH:7]=1. The yield is 0.320. (5) The reactants are C(OC([NH:8][C:9]1[S:13][C:12]([C:14]2[C:19]([F:20])=[CH:18][CH:17]=[CH:16][C:15]=2[F:21])=[N:11][C:10]=1[C:22]([OH:24])=O)=O)(C)(C)C.[NH2:25][C:26]1[C:27]([N:35]2[CH2:40][C@H:39]([CH3:41])[C@@:38]([OH:43])([CH3:42])[C@H:37]([NH:44]C(=O)OC(C)(C)C)[CH2:36]2)=[C:28]2[CH2:34][CH2:33][O:32][C:29]2=[N:30][CH:31]=1.CN(C(ON1N=NC2C=CC=NC1=2)=[N+](C)C)C.F[P-](F)(F)(F)(F)F.CCN(C(C)C)C(C)C. The catalyst is CN(C=O)C. The product is [NH2:8][C:9]1[S:13][C:12]([C:14]2[C:15]([F:21])=[CH:16][CH:17]=[CH:18][C:19]=2[F:20])=[N:11][C:10]=1[C:22]([NH:25][C:26]1[C:27]([N:35]2[CH2:40][C@H:39]([CH3:41])[C@@:38]([OH:43])([CH3:42])[C@H:37]([NH2:44])[CH2:36]2)=[C:28]2[CH2:34][CH2:33][O:32][C:29]2=[N:30][CH:31]=1)=[O:24]. The yield is 0.290.